This data is from Reaction yield outcomes from USPTO patents with 853,638 reactions. The task is: Predict the reaction yield, written as a fraction of the theoretical maximum amount of product (1.0 means a 100% yield; for example, 0.34 means a 34% yield). (1) The reactants are [C:1]([O:5][C:6](=[O:16])[NH:7][C@H:8]1[CH2:13][CH2:12][C@H:11]([CH2:14][OH:15])[CH2:10][CH2:9]1)([CH3:4])([CH3:3])[CH3:2].N1C=CC=CC=1.[CH3:23][S:24](Cl)(=[O:26])=[O:25]. The catalyst is C(Cl)Cl. The product is [C:1]([O:5][C:6]([NH:7][C@H:8]1[CH2:9][CH2:10][C@H:11]([CH2:14][O:15][S:24]([CH3:23])(=[O:26])=[O:25])[CH2:12][CH2:13]1)=[O:16])([CH3:4])([CH3:2])[CH3:3]. The yield is 0.900. (2) The reactants are [Cl:1][C:2]1[C:7]([CH:8]=O)=[CH:6][N:5]=[CH:4][CH:3]=1.CN.[BH4-].[Na+].[CH2:14]([N:16](CC)CC)C.[C:21](O[C:21]([O:23][C:24]([CH3:27])([CH3:26])[CH3:25])=[O:22])([O:23][C:24]([CH3:27])([CH3:26])[CH3:25])=[O:22]. The catalyst is C(O)C.[OH-].[Na+].CC(C)[O-].CC(C)[O-].CC(C)[O-].CC(C)[O-].[Ti+4]. The product is [Cl:1][C:2]1[CH:3]=[CH:4][N:5]=[CH:6][C:7]=1[CH2:8][N:16]([CH3:14])[C:21](=[O:22])[O:23][C:24]([CH3:27])([CH3:26])[CH3:25]. The yield is 0.770. (3) The reactants are [I:1][C:2]1[NH:6][C:5]([C@@H:7]2[CH2:11][CH2:10][C@H:9]([CH3:12])[N:8]2[C:13]([O:15]C(C)(C)C)=O)=[N:4][CH:3]=1.Cl.[CH3:21][O:22][C:23]([NH:25][C@@H:26]([CH:30]([CH3:32])[CH3:31])C(O)=O)=O.[CH3:33]N(C(ON1N=NC2C=CC=NC1=2)=[N+](C)C)C.F[P-](F)(F)(F)(F)F.C(N(C(C)C)CC)(C)C. The catalyst is ClCCl. The product is [I:1][C:2]1[NH:6][C:5]([C@@H:7]2[CH2:11][CH2:10][C@H:9]([CH3:12])[N:8]2[C:13](=[O:15])[C@@H:26]([NH:25][C:23]([O:22][CH3:21])=[CH2:33])[CH:30]([CH3:32])[CH3:31])=[N:4][CH:3]=1. The yield is 0.940. (4) The reactants are Br[C:2]1[C:10]2[C:5](=[CH:6][CH:7]=[C:8]([C:11]#[N:12])[CH:9]=2)[N:4]([CH:13]2[CH2:18][CH2:17][CH2:16][CH2:15][O:14]2)[N:3]=1.[S:19]1[CH:23]=[CH:22][C:21](B(O)O)=[CH:20]1.ClCCl.P([O-])([O-])([O-])=O.[K+].[K+].[K+]. The catalyst is COCCOC.C1(P(C2C=CC=CC=2)[C-]2C=CC=C2)C=CC=CC=1.[C-]1(P(C2C=CC=CC=2)C2C=CC=CC=2)C=CC=C1.[Fe+2]. The product is [O:14]1[CH2:15][CH2:16][CH2:17][CH2:18][CH:13]1[N:4]1[C:5]2[C:10](=[CH:9][C:8]([C:11]#[N:12])=[CH:7][CH:6]=2)[C:2]([C:21]2[CH:22]=[CH:23][S:19][CH:20]=2)=[N:3]1. The yield is 0.380. (5) The reactants are [O:1]=[C:2]1[CH2:7][CH2:6][CH:5]([C:8]([O:10][CH3:11])=[O:9])[CH2:4][CH2:3]1.[BH4-].[Na+]. The catalyst is CO. The product is [OH:1][CH:2]1[CH2:3][CH2:4][CH:5]([C:8]([O:10][CH3:11])=[O:9])[CH2:6][CH2:7]1. The yield is 0.750. (6) The reactants are [CH2:1]([O:3][C:4](=[O:20])[CH2:5][CH2:6][CH2:7][S:8][C:9]1[NH:10][C:11]2[CH:17]=[C:16]([O:18][CH3:19])[CH:15]=[CH:14][C:12]=2[N:13]=1)[CH3:2].C(N(C(C)C)CC)(C)C.[CH3:30][C:31]1[C:39]2[C:38]([CH2:40]Br)=[CH:37][S:36][C:35]=2[CH:34]=[CH:33][CH:32]=1.C(=O)(O)[O-].[Na+]. The catalyst is C1(C)C=CC=CC=1. The product is [CH2:1]([O:3][C:4](=[O:20])[CH2:5][CH2:6][CH2:7][S:8][C:9]1[N:13]([CH2:40][C:38]2[C:39]3[C:31]([CH3:30])=[CH:32][CH:33]=[CH:34][C:35]=3[S:36][CH:37]=2)[C:12]2[CH:14]=[CH:15][C:16]([O:18][CH3:19])=[CH:17][C:11]=2[N:10]=1)[CH3:2].[CH2:1]([O:3][C:4](=[O:20])[CH2:5][CH2:6][CH2:7][S:8][C:9]1[N:10]([CH2:40][C:38]2[C:39]3[C:31]([CH3:30])=[CH:32][CH:33]=[CH:34][C:35]=3[S:36][CH:37]=2)[C:11]2[CH:17]=[C:16]([O:18][CH3:19])[CH:15]=[CH:14][C:12]=2[N:13]=1)[CH3:2]. The yield is 0.170. (7) The reactants are [F:1][C:2]1[CH:3]=[CH:4][C:5]([OH:10])=[C:6]([CH:9]=1)[CH:7]=O.[S:11]1[CH2:17][C:15](=[O:16])[NH:14][C:12]1=S.[NH:18]1[CH2:22][CH2:21][C@@H:20]([OH:23])[CH2:19]1. No catalyst specified. The product is [F:1][C:2]1[CH:3]=[CH:4][C:5]([OH:10])=[C:6](/[CH:7]=[C:17]2/[C:15](=[O:16])[N:14]=[C:12]([N:18]3[CH2:22][CH2:21][C@@H:20]([OH:23])[CH2:19]3)[S:11]/2)[CH:9]=1. The yield is 0.280.